Task: Regression. Given a peptide amino acid sequence and an MHC pseudo amino acid sequence, predict their binding affinity value. This is MHC class II binding data.. Dataset: Peptide-MHC class II binding affinity with 134,281 pairs from IEDB (1) The peptide sequence is MPRSIGGPVSSHNHI. The MHC is DRB4_0103 with pseudo-sequence DRB4_0103. The binding affinity (normalized) is 0. (2) The peptide sequence is FRNIVNMLHGVRDGL. The MHC is DRB1_1201 with pseudo-sequence DRB1_1201. The binding affinity (normalized) is 0.691.